From a dataset of Full USPTO retrosynthesis dataset with 1.9M reactions from patents (1976-2016). Predict the reactants needed to synthesize the given product. (1) Given the product [NH2:1][C:4]1[N:5]=[CH:6][C:7]([CH2:13][P:14](=[O:21])([O:18][CH2:19][CH3:20])[O:15][CH2:16][CH3:17])=[CH:8][C:9]=1[O:10][CH3:11], predict the reactants needed to synthesize it. The reactants are: [N+:1]([C:4]1[C:9]([O:10][CH3:11])=[CH:8][CH:7]=[CH:6][N:5]=1)([O-])=O.Cl[CH2:13][P:14](=[O:21])([O:18][CH2:19][CH3:20])[O:15][CH2:16][CH3:17].C(O[Na])(C)(C)C.Cl. (2) Given the product [OH:8][N:9]1[C:15](=[O:16])[N:14]2[CH2:17][C@H:10]1[CH2:11][CH2:12][C@H:13]2[C:18]1[CH:22]=[C:21]([C:23]([NH2:25])=[O:24])[O:20][N:19]=1, predict the reactants needed to synthesize it. The reactants are: C([O:8][N:9]1[C:15](=[O:16])[N:14]2[CH2:17][C@H:10]1[CH2:11][CH2:12][C@H:13]2[C:18]1[CH:22]=[C:21]([C:23]([NH2:25])=[O:24])[O:20][N:19]=1)C1C=CC=CC=1.